This data is from Catalyst prediction with 721,799 reactions and 888 catalyst types from USPTO. The task is: Predict which catalyst facilitates the given reaction. Reactant: B([O-])O[CH2:3][CH2:4][CH2:5][CH2:6][CH2:7][CH2:8][CH2:9][CH3:10].C=CCCCCCC.B1C2CCCC1CCC2.[OH-].[Na+].Br[C:32]1[CH:33]=[C:34]2[C:39](=[CH:40][CH:41]=1)[CH2:38][C:37](=[O:42])[CH2:36][CH2:35]2. Product: [CH2:3]([C:32]1[CH:33]=[C:34]2[C:39](=[CH:40][CH:41]=1)[CH2:38][C:37](=[O:42])[CH2:36][CH2:35]2)[CH2:4][CH2:5][CH2:6][CH2:7][CH2:8][CH2:9][CH3:10]. The catalyst class is: 1.